Dataset: Full USPTO retrosynthesis dataset with 1.9M reactions from patents (1976-2016). Task: Predict the reactants needed to synthesize the given product. Given the product [C:1]([C:4]1[C:12]2[C:7](=[CH:8][C:9]([CH3:21])=[C:10]([OH:13])[CH:11]=2)[N:6]([CH2:22][C:23]([O:25][CH3:26])=[O:24])[N:5]=1)(=[O:3])[CH3:2], predict the reactants needed to synthesize it. The reactants are: [C:1]([C:4]1[C:12]2[C:7](=[CH:8][C:9]([CH3:21])=[C:10]([O:13]CC3C=CC=CC=3)[CH:11]=2)[N:6]([CH2:22][C:23]([O:25][CH3:26])=[O:24])[N:5]=1)(=[O:3])[CH3:2].